This data is from Full USPTO retrosynthesis dataset with 1.9M reactions from patents (1976-2016). The task is: Predict the reactants needed to synthesize the given product. (1) The reactants are: [F:1][C:2]1[CH:3]=[C:4]([N:8]2[CH:12]=[C:11]([C@@H:13]3[N:17]4[CH2:18][CH2:19][NH:20][CH2:21][C@@H:16]4[CH2:15][CH2:14]3)[N:10]=[N:9]2)[CH:5]=[CH:6][CH:7]=1.Cl[C:23]1[N:30]=[CH:29][CH:28]=[CH:27][C:24]=1[C:25]#[N:26].CCN(CC)CC. Given the product [F:1][C:2]1[CH:3]=[C:4]([N:8]2[CH:12]=[C:11]([C@@H:13]3[N:17]4[CH2:18][CH2:19][N:20]([C:23]5[N:30]=[CH:29][CH:28]=[CH:27][C:24]=5[C:25]#[N:26])[CH2:21][C@@H:16]4[CH2:15][CH2:14]3)[N:10]=[N:9]2)[CH:5]=[CH:6][CH:7]=1, predict the reactants needed to synthesize it. (2) Given the product [CH3:1][NH:2][C:3]([CH:5]1[CH:12]2[CH:8]([O:9][C:10]([CH3:14])([CH3:13])[O:11]2)[CH2:7][S:6]1)=[O:4], predict the reactants needed to synthesize it. The reactants are: [CH3:1][NH:2][C:3]([C@@:5]1(N2C=NC3C2=NC(Cl)=NC=3Cl)[C@@H:12]2[C@@H:8]([O:9][C:10]([CH3:14])([CH3:13])[O:11]2)[CH2:7][S:6]1)=[O:4].Cl.IC1C=C(C=CC=1)CN.C(N(CC)CC)C. (3) The reactants are: [C:1]1([CH:11]([C:17](=O)[CH3:18])[C:12]([O:14]CC)=[O:13])[C:10]2[C:5](=[CH:6][CH:7]=[CH:8][CH:9]=2)[CH:4]=[CH:3][CH:2]=1.CO.Cl.[NH2:23]O. Given the product [CH3:18][C:17]1[C:11]([C:1]2[C:10]3[C:5](=[CH:6][CH:7]=[CH:8][CH:9]=3)[CH:4]=[CH:3][CH:2]=2)=[C:12]([OH:14])[O:13][N:23]=1, predict the reactants needed to synthesize it. (4) Given the product [C:1]1([C@H:11]([NH:13][C@@H:14]2[CH2:19][CH2:18][CH2:17][NH:16][CH2:15]2)[CH3:12])[C:10]2[C:5](=[CH:6][CH:7]=[CH:8][CH:9]=2)[CH:4]=[CH:3][CH:2]=1, predict the reactants needed to synthesize it. The reactants are: [C:1]1([C@H:11]([NH:13][C@@H:14]2[CH2:19][CH2:18][CH2:17][N:16](C(OCC3C=CC=CC=3)=O)[CH2:15]2)[CH3:12])[C:10]2[C:5](=[CH:6][CH:7]=[CH:8][CH:9]=2)[CH:4]=[CH:3][CH:2]=1. (5) Given the product [CH3:58][P:59]([CH3:62])(=[O:60])[O:1][CH2:2][C:3]1[CH:8]=[CH:7][C:6]([C:9]([NH:11][C:12]2[CH:17]=[C:16]([C:18]3[S:19][CH:20]=[CH:21][CH:22]=3)[CH:15]=[CH:14][C:13]=2[NH:23][C:24]([O:25][C:26]([CH3:27])([CH3:29])[CH3:28])=[O:30])=[O:10])=[CH:5][CH:4]=1, predict the reactants needed to synthesize it. The reactants are: [OH:1][CH2:2][C:3]1[CH:8]=[CH:7][C:6]([C:9]([NH:11][C:12]2[CH:17]=[C:16]([C:18]3[S:19][CH:20]=[CH:21][CH:22]=3)[CH:15]=[CH:14][C:13]=2[NH:23][C:24](=[O:30])[O:25][C:26]([CH3:29])([CH3:28])[CH3:27])=[O:10])=[CH:5][CH:4]=1.F[P-](F)(F)(F)(F)F.N1(O[P+](N(C)C)(N(C)C)N(C)C)C2C=CC=CC=2N=N1.[CH3:58][P:59]([CH3:62])(=O)[OH:60].CCN(C(C)C)C(C)C.C([O-])(O)=O.[Na+]. (6) Given the product [O:17]=[C:12]([CH2:13][C:14](=[O:16])[CH3:15])[CH2:11][CH2:10][C:7]1[CH:8]=[CH:9][C:4]([NH:1][C:23]([CH2:22][CH2:21][CH2:20][C:19]([OH:25])=[O:18])=[O:24])=[CH:5][CH:6]=1, predict the reactants needed to synthesize it. The reactants are: [N+:1]([C:4]1[CH:9]=[CH:8][C:7]([CH2:10][CH2:11][C:12](=[O:17])[CH2:13][C:14](=[O:16])[CH3:15])=[CH:6][CH:5]=1)([O-])=O.[O:18]1[C:23](=[O:24])[CH2:22][CH2:21][CH2:20][C:19]1=[O:25].